This data is from Forward reaction prediction with 1.9M reactions from USPTO patents (1976-2016). The task is: Predict the product of the given reaction. (1) Given the reactants [C:1]1([CH3:28])[C:2]([C:7]([C@:9]([C:25]([OH:27])=[O:26])([OH:24])[C@:10]([C:15]([C:17]2[C:18]([CH3:23])=[CH:19][CH:20]=[CH:21][CH:22]=2)=[O:16])([OH:14])[C:11]([OH:13])=[O:12])=[O:8])=[CH:3][CH:4]=[CH:5][CH:6]=1.CO.[CH3:31][O:32][C:33]([C@@H:35]([C:42]1[CH:47]=[CH:46][CH:45]=[CH:44][CH:43]=1)[C@@H:36]1[NH:41][CH2:40][CH2:39][CH2:38][CH2:37]1)=[O:34], predict the reaction product. The product is: [C:1]1([CH3:28])[C:2]([C:7]([C@:9]([C:25]([O-:27])=[O:26])([OH:24])[C@:10]([C:15]([C:17]2[C:18]([CH3:23])=[CH:19][CH:20]=[CH:21][CH:22]=2)=[O:16])([OH:14])[C:11]([O-:13])=[O:12])=[O:8])=[CH:3][CH:4]=[CH:5][CH:6]=1.[CH3:31][O:32][C:33]([C@H:35]([C:42]1[CH:43]=[CH:44][CH:45]=[CH:46][CH:47]=1)[C@@H:36]1[NH:41][CH2:40][CH2:39][CH2:38][CH2:37]1)=[O:34]. (2) Given the reactants [CH:1]([C:3]1[CH2:9][C:8]2[CH:10]=[C:11]3[O:16][CH2:15][O:14][C:12]3=[CH:13][C:7]=2[C:6]([C:17]2[CH:22]=[CH:21][C:20]([N+:23]([O-:25])=[O:24])=[CH:19][CH:18]=2)=[N:5][N:4]=1)=[O:2].O.B([O-])=O.[Na+], predict the reaction product. The product is: [OH:2][CH2:1][C:3]1[CH2:9][C:8]2[CH:10]=[C:11]3[O:16][CH2:15][O:14][C:12]3=[CH:13][C:7]=2[C:6]([C:17]2[CH:22]=[CH:21][C:20]([N+:23]([O-:25])=[O:24])=[CH:19][CH:18]=2)=[N:5][N:4]=1. (3) The product is: [CH3:1][C:2]1[N:3]=[CH:4][C:5]([O:8][CH2:9][C@@H:10]([OH:11])[CH2:12][N:31]2[CH2:32][C@H:24]3[N:23]([C:14]4[CH:15]=[CH:16][C:17]5[C:22](=[CH:21][CH:20]=[CH:19][CH:18]=5)[CH:13]=4)[CH2:30][C@@H:29]2[CH2:28][CH:27]=[CH:26][CH2:25]3)=[CH:6][CH:7]=1. Given the reactants [CH3:1][C:2]1[CH:7]=[CH:6][C:5]([O:8][CH2:9][C@@H:10]2[CH2:12][O:11]2)=[CH:4][N:3]=1.[CH:13]1[C:22]2[C:17](=[CH:18][CH:19]=[CH:20][CH:21]=2)[CH:16]=[CH:15][C:14]=1[N:23]1[CH2:30][C@H:29]2[NH:31][CH2:32][C@@H:24]1[CH2:25][CH:26]=[CH:27][CH2:28]2.CCN(C(C)C)C(C)C, predict the reaction product. (4) Given the reactants Cl[C:2]1[CH:7]=[C:6]([O:8][CH2:9][C:10]#[C:11][CH3:12])[N:5]=[CH:4][N:3]=1.C(=O)([O-])[O-].[K+].[K+].[Cl:19][C:20]1[CH:25]=[CH:24][C:23]([F:26])=[CH:22][C:21]=1[OH:27].[Cl-].[NH4+], predict the reaction product. The product is: [CH2:9]([O:8][C:6]1[CH:7]=[C:2]([O:27][C:21]2[CH:22]=[C:23]([F:26])[CH:24]=[CH:25][C:20]=2[Cl:19])[N:3]=[CH:4][N:5]=1)[C:10]#[C:11][CH3:12]. (5) Given the reactants [CH3:1][O:2][C:3]1[CH:4]=[C:5]([CH:9]=[C:10]([O:14][CH3:15])[C:11]=1[O:12][CH3:13])[C:6](Cl)=[O:7].[NH2:16][C:17]1[CH:18]=[C:19]([CH:32]=[CH:33][C:34]=1[CH3:35])[C:20]([NH:22][CH2:23][C:24]1[CH:29]=[CH:28][C:27]([Cl:30])=[C:26]([Cl:31])[CH:25]=1)=[O:21], predict the reaction product. The product is: [Cl:31][C:26]1[CH:25]=[C:24]([CH:29]=[CH:28][C:27]=1[Cl:30])[CH2:23][NH:22][C:20](=[O:21])[C:19]1[CH:32]=[CH:33][C:34]([CH3:35])=[C:17]([NH:16][C:6](=[O:7])[C:5]2[CH:4]=[C:3]([O:2][CH3:1])[C:11]([O:12][CH3:13])=[C:10]([O:14][CH3:15])[CH:9]=2)[CH:18]=1. (6) The product is: [OH:6][CH:5]([CH2:4][OH:3])[CH2:7][O:8][C:9]1[CH:14]=[CH:13][C:12]([C:15]2[C:16]3[CH:23]=[C:22]([CH2:24][O:25][C:26]4[CH:31]=[CH:30][C:29]([C@@H:32]([C:39]#[C:40][CH3:41])[CH2:33][C:34]([O:36][CH2:37][CH3:38])=[O:35])=[CH:28][CH:27]=4)[CH:21]=[CH:20][C:17]=3[S:18][CH:19]=2)=[C:11]([CH3:42])[CH:10]=1. Given the reactants CC1(C)[O:6][CH:5]([CH2:7][O:8][C:9]2[CH:14]=[CH:13][C:12]([C:15]3[C:16]4[CH:23]=[C:22]([CH2:24][O:25][C:26]5[CH:31]=[CH:30][C:29]([C@@H:32]([C:39]#[C:40][CH3:41])[CH2:33][C:34]([O:36][CH2:37][CH3:38])=[O:35])=[CH:28][CH:27]=5)[CH:21]=[CH:20][C:17]=4[S:18][CH:19]=3)=[C:11]([CH3:42])[CH:10]=2)[CH2:4][O:3]1.Cl.O, predict the reaction product. (7) The product is: [NH2:37][CH2:36][CH2:35][CH2:34][NH:38][CH2:6][C:7]1[C:12]([C:13]([F:15])([F:16])[F:14])=[CH:11][C:10]([C:17]([NH:18][CH2:19][C:20]2[CH:25]=[C:24]([Cl:26])[CH:23]=[CH:22][C:21]=2[S:27]([CH2:30][CH3:31])(=[O:28])=[O:29])=[O:32])=[CH:9][C:8]=1[Cl:33]. Given the reactants CS(O[CH2:6][C:7]1[C:12]([C:13]([F:16])([F:15])[F:14])=[CH:11][C:10]([C:17](=[O:32])[NH:18][CH2:19][C:20]2[CH:25]=[C:24]([Cl:26])[CH:23]=[CH:22][C:21]=2[S:27]([CH2:30][CH3:31])(=[O:29])=[O:28])=[CH:9][C:8]=1[Cl:33])(=O)=O.[CH2:34]([NH2:38])[CH2:35][CH2:36][NH2:37], predict the reaction product. (8) Given the reactants C(OC(=O)C)C.[ClH:7].[CH3:8][O:9][C:10]([C:12]1[N:13]([CH2:37][C:38]2[CH:43]=[CH:42][C:41]([C:44]([O:46]C(C)(C)C)=[O:45])=[CH:40][CH:39]=2)[C:14](=[O:36])[C:15]2[C:20]([C:21]=1[C:22]1[CH:27]=[CH:26][CH:25]=[CH:24][CH:23]=1)=[CH:19][C:18]([NH:28][CH2:29][C:30]1[CH:35]=[CH:34][CH:33]=[CH:32][CH:31]=1)=[CH:17][CH:16]=2)=[O:11], predict the reaction product. The product is: [ClH:7].[CH3:8][O:9][C:10]([C:12]1[N:13]([CH2:37][C:38]2[CH:39]=[CH:40][C:41]([C:44]([OH:46])=[O:45])=[CH:42][CH:43]=2)[C:14](=[O:36])[C:15]2[C:20]([C:21]=1[C:22]1[CH:23]=[CH:24][CH:25]=[CH:26][CH:27]=1)=[CH:19][C:18]([NH:28][CH2:29][C:30]1[CH:35]=[CH:34][CH:33]=[CH:32][CH:31]=1)=[CH:17][CH:16]=2)=[O:11]. (9) Given the reactants [Br:1][CH2:2][CH:3]([CH:7]([CH3:9])[CH3:8])[C:4]([OH:6])=[O:5].[CH3:10][C:11](=[CH2:13])[CH3:12].S(=O)(=O)(O)O.C(=O)(O)[O-].[Na+], predict the reaction product. The product is: [C:11]([O:5][C:4](=[O:6])[CH:3]([CH2:2][Br:1])[CH:7]([CH3:9])[CH3:8])([CH3:13])([CH3:12])[CH3:10].